Dataset: Reaction yield outcomes from USPTO patents with 853,638 reactions. Task: Predict the reaction yield, written as a fraction of the theoretical maximum amount of product (1.0 means a 100% yield; for example, 0.34 means a 34% yield). The reactants are C(Cl)(Cl)Cl.[F:5][C:6]([F:11])([F:10])[C:7]([OH:9])=[O:8].C([O:16][C:17](=[O:54])[CH2:18][O:19][C:20]1[CH:25]=[C:24]([CH3:26])[C:23]([C:27]2[CH:32]=[CH:31][CH:30]=[C:29]([S:33]([C:36]3[CH:40]=[C:39]([C:41]([NH:43]C(OC(C)(C)C)=O)=[NH:42])[S:38][C:37]=3[S:51][CH3:52])(=[O:35])=[O:34])[CH:28]=2)=[C:22]([CH3:53])[CH:21]=1)(C)(C)C. No catalyst specified. The product is [F:5][C:6]([F:11])([F:10])[C:7]([OH:9])=[O:8].[C:41]([C:39]1[S:38][C:37]([S:51][CH3:52])=[C:36]([S:33]([C:29]2[CH:28]=[C:27]([C:23]3[C:24]([CH3:26])=[CH:25][C:20]([O:19][CH2:18][C:17]([OH:54])=[O:16])=[CH:21][C:22]=3[CH3:53])[CH:32]=[CH:31][CH:30]=2)(=[O:35])=[O:34])[CH:40]=1)(=[NH:42])[NH2:43]. The yield is 0.750.